Dataset: Forward reaction prediction with 1.9M reactions from USPTO patents (1976-2016). Task: Predict the product of the given reaction. (1) Given the reactants [Cl:1][C:2]1[C:3]([F:42])=[C:4]([C@@H:8]2[C@:12]([C:15]3[CH:20]=[CH:19][C:18]([Cl:21])=[CH:17][C:16]=3[F:22])([C:13]#[N:14])[C@H:11]([CH2:23][C:24]([CH3:27])([CH3:26])[CH3:25])[NH:10][C@H:9]2[C:28]([NH:30][C:31]2[N:32]=[CH:33][C:34]([C:37]([O:39]CC)=[O:38])=[N:35][CH:36]=2)=[O:29])[CH:5]=[CH:6][CH:7]=1.CSC.[Br-].[Al+3].[Br-].[Br-], predict the reaction product. The product is: [Cl:21][C:18]1[CH:19]=[CH:20][C:15]([C@@:12]2([C:13]#[N:14])[C@H:11]([CH2:23][C:24]([CH3:26])([CH3:27])[CH3:25])[NH:10][C@@H:9]([C:28]([NH:30][C:31]3[N:32]=[CH:33][C:34]([C:37]([OH:39])=[O:38])=[N:35][CH:36]=3)=[O:29])[C@@H:8]2[C:4]2[CH:5]=[CH:6][CH:7]=[C:2]([Cl:1])[C:3]=2[F:42])=[C:16]([F:22])[CH:17]=1. (2) Given the reactants [H-].[Na+].[CH2:3]([C:10]1([CH3:28])[N:15]([CH3:16])[C:14](=[O:17])[C:13](=[CH:18][C:19]2[C:20]([NH2:25])=[N:21][CH:22]=[CH:23][CH:24]=2)[N:12]([CH3:26])[C:11]1=[O:27])[C:4]1[CH:9]=[CH:8][CH:7]=[CH:6][CH:5]=1.N[C:30]1N=CC=C[C:31]=1C=O.[CH2:38](I)[CH3:39].C(O)(=O)CC(CC(O)=O)(C(O)=O)O, predict the reaction product. The product is: [CH2:3]([C:10]1([CH3:28])[N:15]([CH3:16])[C:14](=[O:17])[C:13](=[CH:18][C:19]2[C:20]([N:25]([CH2:38][CH3:39])[CH2:30][CH3:31])=[N:21][CH:22]=[CH:23][CH:24]=2)[N:12]([CH3:26])[C:11]1=[O:27])[C:4]1[CH:9]=[CH:8][CH:7]=[CH:6][CH:5]=1. (3) Given the reactants Cl[C:2]1[CH:7]=[C:6]([C:8]2[CH:13]=[CH:12][CH:11]=[C:10]([F:14])[C:9]=2[F:15])[N:5]=[CH:4][N:3]=1.[CH2:16]([OH:20])[C:17]#[C:18][CH3:19].[H-].[Na+].O, predict the reaction product. The product is: [F:15][C:9]1[C:10]([F:14])=[CH:11][CH:12]=[CH:13][C:8]=1[C:6]1[CH:7]=[C:2]([O:20][CH2:16][C:17]#[C:18][CH3:19])[N:3]=[CH:4][N:5]=1. (4) Given the reactants O.[OH-].[Li+].OO.C([C@@H]1COC(=O)N1[C:19]([CH:21]1[CH2:26][N:25]([CH2:27][C:28]2[CH:33]=[CH:32][C:31]([O:34][CH3:35])=[CH:30][C:29]=2[O:36][CH3:37])[C:24](=[O:38])[CH2:23][CH2:22]1)=[O:20])C1C=CC=CC=1.S([O-])(O)=[O:40].[Na+], predict the reaction product. The product is: [CH3:37][O:36][C:29]1[CH:30]=[C:31]([O:34][CH3:35])[CH:32]=[CH:33][C:28]=1[CH2:27][N:25]1[C:24](=[O:38])[CH2:23][CH2:22][CH:21]([C:19]([OH:20])=[O:40])[CH2:26]1.